This data is from Reaction yield outcomes from USPTO patents with 853,638 reactions. The task is: Predict the reaction yield, written as a fraction of the theoretical maximum amount of product (1.0 means a 100% yield; for example, 0.34 means a 34% yield). (1) The reactants are [F:1][C:2]1[CH:10]=[CH:9][C:5]([C:6]([NH2:8])=[S:7])=[CH:4][CH:3]=1.Br[CH2:12][C:13]([C:15]1[CH:20]=[CH:19][C:18]([CH3:21])=[CH:17][CH:16]=1)=O. The catalyst is CCO. The product is [F:1][C:2]1[CH:10]=[CH:9][C:5]([C:6]2[S:7][CH:12]=[C:13]([C:15]3[CH:20]=[CH:19][C:18]([CH3:21])=[CH:17][CH:16]=3)[N:8]=2)=[CH:4][CH:3]=1. The yield is 0.540. (2) The catalyst is C(Cl)(Cl)Cl. The reactants are N(C(C)(C)C#N)=N[C:3](C)(C)C#N.[C:13]([O:17][CH2:18]CCC)(=[O:16])[CH:14]=[CH2:15].CN(C)C=O.CC[CH2:29][CH2:30][CH2:31][CH3:32]. The yield is 0.970. The product is [C:13]([O:17][CH3:18])(=[O:16])[C:14]([CH3:3])=[CH2:15].[C:13]([O:17][CH:31]([CH2:30][CH3:29])[CH3:32])(=[O:16])[CH:14]=[CH2:15].